Task: Predict the reactants needed to synthesize the given product.. Dataset: Full USPTO retrosynthesis dataset with 1.9M reactions from patents (1976-2016) (1) Given the product [CH3:1][C:2]1[CH:7]=[CH:6][C:5]([C:8]2[CH:13]=[C:12]([O:14][CH2:15][CH:16]3[CH2:20][CH2:19][CH2:18][O:17]3)[CH:11]=[C:10]([C:21]([OH:23])=[O:22])[CH:9]=2)=[CH:4][CH:3]=1, predict the reactants needed to synthesize it. The reactants are: [CH3:1][C:2]1[CH:7]=[CH:6][C:5]([C:8]2[CH:13]=[C:12]([O:14][CH2:15][CH:16]3[CH2:20][CH2:19][CH2:18][O:17]3)[CH:11]=[C:10]([C:21]([O:23]C)=[O:22])[CH:9]=2)=[CH:4][CH:3]=1.[OH-].[Li+].OS(O)(=O)=O. (2) Given the product [Cl:1][C:2]1[CH:7]=[C:6]([NH:8][C:9]2[C:18]3[C:13](=[CH:14][CH:15]=[CH:16][C:17]=3[O:19][CH2:20][C@@H:21]([N:23]([CH3:24])[C:26](=[O:29])[CH3:27])[CH3:22])[N:12]=[CH:11][N:10]=2)[CH:5]=[CH:4][C:3]=1[OH:25], predict the reactants needed to synthesize it. The reactants are: [Cl:1][C:2]1[CH:7]=[C:6]([NH:8][C:9]2[C:18]3[C:13](=[CH:14][CH:15]=[CH:16][C:17]=3[O:19][CH2:20][C@@H:21]([NH:23][CH3:24])[CH3:22])[N:12]=[CH:11][N:10]=2)[CH:5]=[CH:4][C:3]=1[OH:25].[C:26]([OH:29])(=O)[CH3:27]. (3) Given the product [Cl:1][C:2]1[CH:3]=[CH:4][C:5]([CH:8]2[CH2:12][N:11]([C:13]([CH:15]3[CH2:20][CH2:19][N:18]([CH:47]([CH3:48])[CH3:51])[CH2:17][CH2:16]3)=[O:14])[CH2:10][CH:9]2[N:21]([CH3:36])[C:22](=[O:35])[C:23]2[CH:28]=[CH:27][C:26]([O:29][CH3:30])=[C:25]([C:31]([F:33])([F:32])[F:34])[CH:24]=2)=[CH:6][CH:7]=1, predict the reactants needed to synthesize it. The reactants are: [Cl:1][C:2]1[CH:7]=[CH:6][C:5]([CH:8]2[CH2:12][N:11]([C:13]([CH:15]3[CH2:20][CH2:19][NH:18][CH2:17][CH2:16]3)=[O:14])[CH2:10][CH:9]2[N:21]([CH3:36])[C:22](=[O:35])[C:23]2[CH:28]=[CH:27][C:26]([O:29][CH3:30])=[C:25]([C:31]([F:34])([F:33])[F:32])[CH:24]=2)=[CH:4][CH:3]=1.C(O[BH-](O[C:47](=O)[CH3:48])OC(=O)C)(=O)C.[Na+].[C:51](=O)([O-])[O-].[Na+].[Na+]. (4) Given the product [OH:1][C:2]1[CH:7]=[C:6]([OH:8])[CH:5]=[CH:4][C:3]=1[C@H:9]1[CH2:14][CH2:13][C@H:12]([OH:15])[CH2:11][CH2:10]1, predict the reactants needed to synthesize it. The reactants are: [OH:1][C:2]1[CH:7]=[C:6]([OH:8])[CH:5]=[CH:4][C:3]=1[CH:9]1[CH2:14][CH2:13][C:12](=[O:15])[CH2:11][CH2:10]1.C(O)C.[BH4-].[Na+].Cl. (5) The reactants are: [C:1]([C:3]1([OH:9])[CH2:8][CH2:7][O:6][CH2:5][CH2:4]1)#[CH:2].[N:10]([CH2:13][C:14]1[CH:23]=[C:22]2[C:17]([C:18]([C:25]3[CH:30]=[CH:29][C:28]([F:31])=[CH:27][CH:26]=3)=[CH:19][C:20](=[O:24])[O:21]2)=[CH:16][CH:15]=1)=[N+:11]=[N-:12]. Given the product [F:31][C:28]1[CH:27]=[CH:26][C:25]([C:18]2[C:17]3[C:22](=[CH:23][C:14]([CH2:13][N:10]4[CH:2]=[C:1]([C:3]5([OH:9])[CH2:8][CH2:7][O:6][CH2:5][CH2:4]5)[N:12]=[N:11]4)=[CH:15][CH:16]=3)[O:21][C:20](=[O:24])[CH:19]=2)=[CH:30][CH:29]=1, predict the reactants needed to synthesize it. (6) The reactants are: [CH3:1][O:2][C:3](=[O:12])[CH2:4][C:5]1[CH:10]=[CH:9][C:8]([OH:11])=[CH:7][CH:6]=1.I[CH2:14][CH2:15][CH3:16].C(=O)([O-])[O-].[Cs+].[Cs+].CN(C)C=O. Given the product [CH3:1][O:2][C:3](=[O:12])[CH2:4][C:5]1[CH:10]=[CH:9][C:8]([O:11][CH2:14][CH2:15][CH3:16])=[CH:7][CH:6]=1, predict the reactants needed to synthesize it.